Dataset: Catalyst prediction with 721,799 reactions and 888 catalyst types from USPTO. Task: Predict which catalyst facilitates the given reaction. (1) Reactant: [Br:1][C:2]1[C:7]([N+:8]([O-])=O)=[CH:6][CH:5]=[CH:4][C:3]=1[CH3:11].Cl. Product: [Br:1][C:2]1[C:3]([CH3:11])=[CH:4][CH:5]=[CH:6][C:7]=1[NH2:8]. The catalyst class is: 447. (2) Reactant: C[O:2][C:3](=[O:37])[CH2:4][CH2:5][NH:6][C:7]([C:9]1([C:15]2[CH:20]=[CH:19][C:18]([CH2:21][CH2:22][CH2:23][NH:24][C@@H:25]([C:27]3[C:36]4[C:31](=[CH:32][CH:33]=[CH:34][CH:35]=4)[CH:30]=[CH:29][CH:28]=3)[CH3:26])=[CH:17][CH:16]=2)[CH2:14][CH2:13][O:12][CH2:11][CH2:10]1)=[O:8].[Li+].[OH-]. Product: [C:27]1([C@H:25]([NH:24][CH2:23][CH2:22][CH2:21][C:18]2[CH:19]=[CH:20][C:15]([C:9]3([C:7]([NH:6][CH2:5][CH2:4][C:3]([OH:37])=[O:2])=[O:8])[CH2:14][CH2:13][O:12][CH2:11][CH2:10]3)=[CH:16][CH:17]=2)[CH3:26])[C:36]2[C:31](=[CH:32][CH:33]=[CH:34][CH:35]=2)[CH:30]=[CH:29][CH:28]=1. The catalyst class is: 24. (3) Reactant: [Br:1][C:2]1[CH:9]=[CH:8][C:5]([CH:6]=[O:7])=[CH:4][CH:3]=1.[BH4-].[Na+]. Product: [Br:1][C:2]1[CH:9]=[CH:8][C:5]([CH2:6][OH:7])=[CH:4][CH:3]=1. The catalyst class is: 5. (4) Reactant: Cl[C:2]1[O:3][C:4]2[C:5](=[C:7]([C:11]([O:13]C)=[O:12])[CH:8]=[CH:9][CH:10]=2)[N:6]=1.[OH2:15].[OH-].[Li+:17]. Product: [O:15]=[C:2]1[NH:6][C:5]2=[C:7]([C:11]([O-:13])=[O:12])[CH:8]=[CH:9][CH:10]=[C:4]2[O:3]1.[Li+:17]. The catalyst class is: 20. (5) Reactant: FC(F)(F)S(O[C:7]1[CH:20]=[C:19]2[C:10]([O:11][C:12]3[C:13]([F:32])=[CH:14][C:15]([N:26]4[CH2:31][CH2:30][O:29][CH2:28][CH2:27]4)=[CH:16][C:17]=3[C@@:18]32[CH2:24][O:23][C:22]([NH2:25])=[N:21]3)=[CH:9][CH:8]=1)(=O)=O.[F:35][C:36]1[C:41](B(O)O)=[CH:40][C:39]([CH3:45])=[CH:38][N:37]=1.CN(C=O)C.C(=O)([O-])[O-].[Na+].[Na+]. Product: [F:32][C:13]1[C:12]2[O:11][C:10]3[C:19](=[CH:20][C:7]([C:41]4[C:36]([F:35])=[N:37][CH:38]=[C:39]([CH3:45])[CH:40]=4)=[CH:8][CH:9]=3)[C@@:18]3([CH2:24][O:23][C:22]([NH2:25])=[N:21]3)[C:17]=2[CH:16]=[C:15]([N:26]2[CH2:31][CH2:30][O:29][CH2:28][CH2:27]2)[CH:14]=1. The catalyst class is: 257. (6) Reactant: C1C2C(COC([N:18]3[CH2:23][C@H:22]([C:24](=[O:44])[N:25]([CH:41]4[CH2:43][CH2:42]4)[CH2:26][C:27]4[C:35]5[C:30](=[CH:31][CH:32]=[CH:33][CH:34]=5)[N:29]([CH2:36][CH2:37][CH2:38][O:39][CH3:40])[CH:28]=4)[CH2:21][C@H:20]([NH:45][CH2:46][C:47]4[CH:52]=[CH:51][CH:50]=[CH:49][CH:48]=4)[CH2:19]3)=O)C3C(=CC=CC=3)C=2C=CC=1.[CH:53]1([C:57](Cl)=[O:58])[CH2:56][CH2:55][CH2:54]1. Product: [CH:41]1([N:25]([CH2:26][C:27]2[C:35]3[C:30](=[CH:31][CH:32]=[CH:33][CH:34]=3)[N:29]([CH2:36][CH2:37][CH2:38][O:39][CH3:40])[CH:28]=2)[C:24]([C@@H:22]2[CH2:21][C@H:20]([N:45]([CH2:46][C:47]3[CH:48]=[CH:49][CH:50]=[CH:51][CH:52]=3)[C:57]([CH:53]3[CH2:56][CH2:55][CH2:54]3)=[O:58])[CH2:19][NH:18][CH2:23]2)=[O:44])[CH2:43][CH2:42]1. The catalyst class is: 23. (7) Reactant: N(OC(C)(C)C)=O.[CH2:8]([O:15][C:16]1[CH:21]=[CH:20][C:19]([C:22]2[N:26]([C:27]3[CH:32]=[CH:31][C:30]([O:33][CH3:34])=[CH:29][CH:28]=3)[N:25]=[C:24](N)[CH:23]=2)=[CH:18][CH:17]=1)[C:9]1[CH:14]=[CH:13][CH:12]=[CH:11][CH:10]=1.[CH3:36][S:37]SC. Product: [CH2:8]([O:15][C:16]1[CH:21]=[CH:20][C:19]([C:22]2[N:26]([C:27]3[CH:32]=[CH:31][C:30]([O:33][CH3:34])=[CH:29][CH:28]=3)[N:25]=[C:24]([S:37][CH3:36])[CH:23]=2)=[CH:18][CH:17]=1)[C:9]1[CH:14]=[CH:13][CH:12]=[CH:11][CH:10]=1. The catalyst class is: 22.